Task: Predict which catalyst facilitates the given reaction.. Dataset: Catalyst prediction with 721,799 reactions and 888 catalyst types from USPTO (1) Reactant: CS([O:5][CH2:6][CH2:7][CH2:8][CH:9]1[CH2:14][CH2:13][N:12]([C:15]2[O:19][N:18]=[C:17]([CH:20]([CH3:22])[CH3:21])[N:16]=2)[CH2:11][CH2:10]1)(=O)=O.[CH3:23][S:24]([N:27]1[CH2:36][CH2:35][C:34]2[C:29](=[CH:30][CH:31]=[C:32](O)[CH:33]=2)[CH2:28]1)(=[O:26])=[O:25].C([O-])([O-])=O.[Cs+].[Cs+]. Product: [CH:20]([C:17]1[N:16]=[C:15]([N:12]2[CH2:11][CH2:10][CH:9]([CH2:8][CH2:7][CH2:6][O:5][C:32]3[CH:33]=[C:34]4[C:29](=[CH:30][CH:31]=3)[CH2:28][N:27]([S:24]([CH3:23])(=[O:25])=[O:26])[CH2:36][CH2:35]4)[CH2:14][CH2:13]2)[O:19][N:18]=1)([CH3:21])[CH3:22]. The catalyst class is: 10. (2) Reactant: [C:1]([N:4]1[CH2:9][CH2:8][C:7]2[N:10]([CH3:32])[N:11]=[C:12]([NH:13][C:14]3[CH:19]=[CH:18][C:17]([C:20]4[CH:21]=[N:22][N:23](C(OC(C)(C)C)=O)[CH:24]=4)=[CH:16][CH:15]=3)[C:6]=2[CH2:5]1)(=[O:3])[CH3:2].C(O)(C(F)(F)F)=O. Product: [NH:22]1[CH:21]=[C:20]([C:17]2[CH:18]=[CH:19][C:14]([NH:13][C:12]3[C:6]4[CH2:5][N:4]([C:1](=[O:3])[CH3:2])[CH2:9][CH2:8][C:7]=4[N:10]([CH3:32])[N:11]=3)=[CH:15][CH:16]=2)[CH:24]=[N:23]1. The catalyst class is: 2. (3) Reactant: [Cl:1][C:2]1[CH:7]=[CH:6][C:5]([C:8]2[S:16][C:15]3[C:14](=[O:17])[N:13]([C:18]4[CH:23]=[CH:22][C:21]([OH:24])=[C:20]([O:25][CH3:26])[CH:19]=4)[CH:12]=[N:11][C:10]=3[CH:9]=2)=[CH:4][CH:3]=1.C1(C)C(S(O[CH2:37][C@@H:38]([NH:40][C:41]([O:43][C:44]([CH3:47])([CH3:46])[CH3:45])=[O:42])[CH3:39])(=O)=O)=CC=CC=1.C(=O)([O-])[O-].[Cs+].[Cs+].O.C(O)C. Product: [Cl:1][C:2]1[CH:3]=[CH:4][C:5]([C:8]2[S:16][C:15]3[C:14](=[O:17])[N:13]([C:18]4[CH:23]=[CH:22][C:21]([O:24][CH2:39][C@@H:38]([NH:40][C:41](=[O:42])[O:43][C:44]([CH3:45])([CH3:47])[CH3:46])[CH3:37])=[C:20]([O:25][CH3:26])[CH:19]=4)[CH:12]=[N:11][C:10]=3[CH:9]=2)=[CH:6][CH:7]=1. The catalyst class is: 3. (4) Reactant: [F:1][C:2]1[CH:7]=[C:6]([O:8][CH2:9][C:10]2[CH:11]=[C:12]([C:16]3[C:21]([CH3:22])=[CH:20][C:19]([OH:23])=[CH:18][C:17]=3[CH3:24])[CH:13]=[CH:14][CH:15]=2)[CH:5]=[CH:4][C:3]=1[CH2:25][CH2:26][C:27]([O:29][CH2:30][CH3:31])=[O:28].[CH3:32][C:33]1[N:38]=[C:37]([CH2:39]O)[CH:36]=[CH:35][CH:34]=1.C1(P(C2C=CC=CC=2)C2C=CC=CC=2)C=CC=CC=1.N(C(OC(C)C)=O)=NC(OC(C)C)=O. Product: [CH3:22][C:21]1[CH:20]=[C:19]([O:23][CH2:39][C:37]2[CH:36]=[CH:35][CH:34]=[C:33]([CH3:32])[N:38]=2)[CH:18]=[C:17]([CH3:24])[C:16]=1[C:12]1[CH:13]=[CH:14][CH:15]=[C:10]([CH2:9][O:8][C:6]2[CH:5]=[CH:4][C:3]([CH2:25][CH2:26][C:27]([O:29][CH2:30][CH3:31])=[O:28])=[C:2]([F:1])[CH:7]=2)[CH:11]=1. The catalyst class is: 7. (5) Reactant: [CH3:1]C([O-])(C)C.[K+].CS(C)=O.C1COCC1.[CH3:16][C:17]1[N:18]=[C:19]([C:22]2[N:23]=[C:24]([NH2:39])[C:25]3[CH:30]=[C:29]([C:31]([C:33]4[CH:38]=[CH:37][CH:36]=[CH:35][CH:34]=4)=[CH2:32])[S:28][C:26]=3[N:27]=2)[S:20][CH:21]=1. Product: [CH3:16][C:17]1[N:18]=[C:19]([C:22]2[N:23]=[C:24]([NH2:39])[C:25]3[CH:30]=[C:29]([C:31]4([C:33]5[CH:34]=[CH:35][CH:36]=[CH:37][CH:38]=5)[CH2:1][CH2:32]4)[S:28][C:26]=3[N:27]=2)[S:20][CH:21]=1. The catalyst class is: 25.